From a dataset of Catalyst prediction with 721,799 reactions and 888 catalyst types from USPTO. Predict which catalyst facilitates the given reaction. (1) Reactant: [F:1][C:2]1[CH:3]=[C:4]2[C:9](=[O:10])[NH:8][C:7]([C:11]3[CH:16]=[CH:15][C:14]([C:17](O)([CH3:19])[CH3:18])=[CH:13][CH:12]=3)=[CH:6][N:5]2[CH:21]=1.C(N(S(F)(F)[F:28])CC)C. Product: [F:1][C:2]1[CH:3]=[C:4]2[C:9](=[O:10])[NH:8][C:7]([C:11]3[CH:16]=[CH:15][C:14]([C:17]([F:28])([CH3:19])[CH3:18])=[CH:13][CH:12]=3)=[CH:6][N:5]2[CH:21]=1. The catalyst class is: 4. (2) Reactant: [CH2:1]([C:8]1[S:9][CH:10]=[CH:11][CH:12]=1)[C:2]1[CH:7]=[CH:6][CH:5]=[CH:4][CH:3]=1.Cl[S:14]([OH:17])(=[O:16])=[O:15]. Product: [CH2:1]([C:8]1[S:9][C:10]([S:14]([OH:17])(=[O:16])=[O:15])=[CH:11][CH:12]=1)[C:2]1[CH:7]=[CH:6][CH:5]=[CH:4][CH:3]=1. The catalyst class is: 22. (3) Reactant: [C:1]([O:5][C:6](=[O:36])[NH:7][C@@H:8]1[CH2:13][CH2:12][CH2:11][N:10]([C:14]2[CH:19]=[C:18]([CH3:20])[N:17]=[C:16]3[N:21]([CH2:25][C:26]4[CH:31]=[CH:30][C:29]([O:32][CH3:33])=[CH:28][C:27]=4[O:34][CH3:35])[C:22](=[O:24])[NH:23][C:15]=23)[CH2:9]1)([CH3:4])([CH3:3])[CH3:2].C(=O)([O-])[O-].[K+].[K+].[C:43]([C:45]1[CH:52]=[CH:51][CH:50]=[CH:49][C:46]=1[CH2:47]Br)#[N:44].O. Product: [C:1]([O:5][C:6](=[O:36])[NH:7][C@@H:8]1[CH2:13][CH2:12][CH2:11][N:10]([C:14]2[CH:19]=[C:18]([CH3:20])[N:17]=[C:16]3[N:21]([CH2:25][C:26]4[CH:31]=[CH:30][C:29]([O:32][CH3:33])=[CH:28][C:27]=4[O:34][CH3:35])[C:22](=[O:24])[N:23]([CH2:47][C:46]4[CH:49]=[CH:50][CH:51]=[CH:52][C:45]=4[C:43]#[N:44])[C:15]=23)[CH2:9]1)([CH3:3])([CH3:4])[CH3:2]. The catalyst class is: 3.